From a dataset of Full USPTO retrosynthesis dataset with 1.9M reactions from patents (1976-2016). Predict the reactants needed to synthesize the given product. (1) Given the product [CH:19]1([C:17]2[O:16][N:15]=[C:14]([CH2:13][NH:11][C:8]34[CH2:10][CH:4]5[CH2:5][CH:6]([CH2:1][CH:2]([CH2:3]5)[CH2:9]3)[CH2:7]4)[CH:18]=2)[CH2:21][CH2:20]1, predict the reactants needed to synthesize it. The reactants are: [CH2:1]1[CH:6]2[CH2:7][C:8]3([NH2:11])[CH2:10][CH:4]([CH2:5]2)[CH2:3][CH:2]1[CH2:9]3.Cl[CH2:13][C:14]1[CH:18]=[C:17]([CH:19]2[CH2:21][CH2:20]2)[O:16][N:15]=1. (2) Given the product [CH3:22][C@@H:6]1[CH2:5][CH2:4][C@H:3]([C:1]#[C:2][C:28]2[CH:29]=[CH:30][CH:27]=[CH:26][N:25]=2)[CH2:8][N:7]1[C:9]([C:11]1[CH:16]=[CH:15][CH:14]=[CH:13][C:12]=1[N:17]1[N:21]=[CH:20][CH:19]=[N:18]1)=[O:10], predict the reactants needed to synthesize it. The reactants are: [C:1]([C@@H:3]1[CH2:8][N:7]([C:9]([C:11]2[CH:16]=[CH:15][CH:14]=[CH:13][C:12]=2[N:17]2[N:21]=[CH:20][CH:19]=[N:18]2)=[O:10])[C@H:6]([CH3:22])[CH2:5][CH2:4]1)#[CH:2].C([N:25]([CH2:28][CH3:29])[CH2:26][CH3:27])C.[CH3:30]N(C=O)C.